From a dataset of Full USPTO retrosynthesis dataset with 1.9M reactions from patents (1976-2016). Predict the reactants needed to synthesize the given product. Given the product [C:1]([O:5][C:6]([N:8]([OH:26])[C:9]1([CH3:25])[C:13](=[O:14])[N:12]([CH3:15])[N:11]=[C:10]1[C:16]1[CH:17]=[CH:18][C:19]([C:20]([NH:28][CH:29]([CH3:37])[C:30]([O:32][C:33]([CH3:36])([CH3:35])[CH3:34])=[O:31])=[O:21])=[CH:23][CH:24]=1)=[O:7])([CH3:4])([CH3:2])[CH3:3], predict the reactants needed to synthesize it. The reactants are: [C:1]([O:5][C:6]([N:8]([OH:26])[C:9]1([CH3:25])[C:13](=[O:14])[N:12]([CH3:15])[N:11]=[C:10]1[C:16]1[CH:24]=[CH:23][C:19]([C:20](O)=[O:21])=[CH:18][CH:17]=1)=[O:7])([CH3:4])([CH3:3])[CH3:2].Cl.[NH2:28][CH:29]([CH3:37])[C:30]([O:32][C:33]([CH3:36])([CH3:35])[CH3:34])=[O:31].